Dataset: Full USPTO retrosynthesis dataset with 1.9M reactions from patents (1976-2016). Task: Predict the reactants needed to synthesize the given product. (1) Given the product [Cl:13][C:10]1[CH:11]=[CH:12][C:7]([N:6]2[C:4](=[O:5])[C:3]3[C:2](=[CH:17][CH:16]=[CH:15][CH:14]=3)[N:1]=[C:28]2[C:27]2[CH:26]=[N:25][C:24]([N:18]3[CH2:23][CH2:22][CH2:21][CH2:20][CH2:19]3)=[CH:31][CH:30]=2)=[CH:8][CH:9]=1, predict the reactants needed to synthesize it. The reactants are: [NH2:1][C:2]1[CH:17]=[CH:16][CH:15]=[CH:14][C:3]=1[C:4]([NH:6][C:7]1[CH:12]=[CH:11][C:10]([Cl:13])=[CH:9][CH:8]=1)=[O:5].[N:18]1([C:24]2[CH:31]=[CH:30][C:27]([CH:28]=O)=[CH:26][N:25]=2)[CH2:23][CH2:22][CH2:21][CH2:20][CH2:19]1. (2) Given the product [NH2:16][CH:14]1[CH2:15][CH:12]([NH:17][C:34]([C:30]2[N:25]3[CH:26]=[C:27]([CH3:29])[CH:28]=[C:23]([O:22][CH2:21][C:20]4[C:37]([F:41])=[CH:38][CH:39]=[CH:40][C:19]=4[F:18])[C:24]3=[N:32][C:31]=2[CH3:33])=[O:35])[CH2:13]1, predict the reactants needed to synthesize it. The reactants are: C(N(CC)C(C)C)(C)C.Cl.Cl.[CH:12]1([NH2:17])[CH2:15][CH:14]([NH2:16])[CH2:13]1.[F:18][C:19]1[CH:40]=[CH:39][CH:38]=[C:37]([F:41])[C:20]=1[CH2:21][O:22][C:23]1[C:24]2[N:25]([C:30]([C:34](O)=[O:35])=[C:31]([CH3:33])[N:32]=2)[CH:26]=[C:27]([CH3:29])[CH:28]=1.CN(C(ON1N=NC2C=CC=NC1=2)=[N+](C)C)C.F[P-](F)(F)(F)(F)F.C(O)(C(F)(F)F)=O.